This data is from Peptide-MHC class I binding affinity with 185,985 pairs from IEDB/IMGT. The task is: Regression. Given a peptide amino acid sequence and an MHC pseudo amino acid sequence, predict their binding affinity value. This is MHC class I binding data. (1) The peptide sequence is CTITPFGI. The MHC is Mamu-B01 with pseudo-sequence Mamu-B01. The binding affinity (normalized) is 0. (2) The peptide sequence is VPAWLPLGI. The MHC is HLA-A02:06 with pseudo-sequence HLA-A02:06. The binding affinity (normalized) is 0.460. (3) The peptide sequence is AQTVEDEARR. The MHC is HLA-A23:01 with pseudo-sequence HLA-A23:01. The binding affinity (normalized) is 0. (4) The peptide sequence is VQTKPGIFK. The MHC is HLA-A11:01 with pseudo-sequence HLA-A11:01. The binding affinity (normalized) is 0.438. (5) The peptide sequence is HSDTHGLYW. The MHC is HLA-A02:06 with pseudo-sequence HLA-A02:06. The binding affinity (normalized) is 0.0847. (6) The peptide sequence is RQLIRLLTW. The MHC is Mamu-B17 with pseudo-sequence Mamu-B17. The binding affinity (normalized) is 0.216. (7) The peptide sequence is LVTGAGSGF. The MHC is HLA-A68:02 with pseudo-sequence HLA-A68:02. The binding affinity (normalized) is 0.0847. (8) The peptide sequence is AYGSRFHEW. The MHC is HLA-B58:01 with pseudo-sequence HLA-B58:01. The binding affinity (normalized) is 0.219. (9) The peptide sequence is SIPFGLMSA. The MHC is HLA-A02:12 with pseudo-sequence HLA-A02:12. The binding affinity (normalized) is 0.373.